This data is from Forward reaction prediction with 1.9M reactions from USPTO patents (1976-2016). The task is: Predict the product of the given reaction. (1) Given the reactants [CH2:1]([O:3][C:4]([C:6]1[C:11]([NH2:12])=[N:10][CH:9]=[C:8]([CH3:13])[N:7]=1)=[O:5])[CH3:2].Br[C:15]1[CH:16]=[N:17][CH:18]=[N:19][CH:20]=1.C(=O)([O-])[O-].[K+].[K+].C1(P(C2C=CC=CC=2)C2C3OC4C(=CC=CC=4P(C4C=CC=CC=4)C4C=CC=CC=4)C(C)(C)C=3C=CC=2)C=CC=CC=1, predict the reaction product. The product is: [CH2:1]([O:3][C:4]([C:6]1[C:11]([NH:12][C:15]2[CH:16]=[N:17][CH:18]=[N:19][CH:20]=2)=[N:10][CH:9]=[C:8]([CH3:13])[N:7]=1)=[O:5])[CH3:2]. (2) Given the reactants COC1C=CC([C@H]([N:11]2[CH2:15][C@H:14]([C@H:16]([O:18][C:19]3[C:20]4[N:21]([N:37]=[CH:38][C:39]=4[CH3:40])[CH:22]=[C:23]([C:25]4[CH:30]=[CH:29][C:28]([N:31]5[CH2:36][CH2:35][O:34][CH2:33][CH2:32]5)=[CH:27][CH:26]=4)[N:24]=3)[CH3:17])[CH2:13][C:12]2=[O:41])C)=CC=1, predict the reaction product. The product is: [CH3:40][C:39]1[CH:38]=[N:37][N:21]2[CH:22]=[C:23]([C:25]3[CH:30]=[CH:29][C:28]([N:31]4[CH2:32][CH2:33][O:34][CH2:35][CH2:36]4)=[CH:27][CH:26]=3)[N:24]=[C:19]([O:18][C@@H:16]([C@H:14]3[CH2:15][NH:11][C:12](=[O:41])[CH2:13]3)[CH3:17])[C:20]=12.